Binary Classification. Given a miRNA mature sequence and a target amino acid sequence, predict their likelihood of interaction. From a dataset of Experimentally validated miRNA-target interactions with 360,000+ pairs, plus equal number of negative samples. (1) The miRNA is hsa-miR-4310 with sequence GCAGCAUUCAUGUCCC. The protein sequence of the target gene is MAELQLDPAMAGLGGGGGSGVGDGGGPVRGPPSPRPAGPTPRGHGRPAAAVAQPLEPGPGPPERAGGGGAARWVRLNVGGTYFVTTRQTLGREPKSFLCRLCCQEDPELDSDKDETGAYLIDRDPTYFGPILNYLRHGKLIITKELAEEGVLEEAEFYNIASLVRLVKERIRDNENRTSQGPVKHVYRVLQCQEEELTQMVSTMSDGWKFEQLISIGSSYNYGNEDQAEFLCVVSRELNNSTNGIVIEPSEKAKILQERGSRM. Result: 1 (interaction). (2) The miRNA is ssc-miR-150 with sequence UCUCCCAACCCUUGUACCAGUG. The protein sequence of the target gene is MRGGHKGGRCACPRVIRKVLAKCGCCFARGGRESYSIAGSEGSISASAASGLAAPSGPSSGLSSGPCSPGPPGPVSGLRRWLDHSKHCLSVETEADSGQAGPYENWMLEPALATGEELPELTLLTTLLEGPGDKTQPPEEETLSQAPESEEEQKKKALERSMYVLSELVETEKMYVDDLGQIVEGYMATMAAQGVPESLRGRDRIVFGNIQQIYEWHRDYFLQELQRCLKDPDWLAQLFIKHERRLHMYVVYCQNKPKSEHVVSEFGDSYFEELRQQLGHRLQLNDLLIKPVQRIMKYQL.... Result: 0 (no interaction).